This data is from Peptide-MHC class I binding affinity with 185,985 pairs from IEDB/IMGT. The task is: Regression. Given a peptide amino acid sequence and an MHC pseudo amino acid sequence, predict their binding affinity value. This is MHC class I binding data. The peptide sequence is CRSCTLPPLR. The MHC is HLA-A30:01 with pseudo-sequence HLA-A30:01. The binding affinity (normalized) is 0.144.